Dataset: Forward reaction prediction with 1.9M reactions from USPTO patents (1976-2016). Task: Predict the product of the given reaction. The product is: [Cl:1][C:2]1[CH:18]=[CH:17][C:5]2[S:6][C:7]([C:10]3[C:21]([NH2:26])=[N:22][CH:23]=[CH:14][CH:15]=3)=[C:8]([CH3:9])[C:4]=2[CH:3]=1. Given the reactants [Cl:1][C:2]1[CH:18]=[CH:17][C:5]2[S:6][C:7]([C:10]3[CH:15]=[CH:14]N=C(N)N=3)=[C:8]([CH3:9])[C:4]=2[CH:3]=1.BrC1[C:21]([NH2:26])=[N:22][CH:23]=CC=1.ClC1N=C(Cl)C=CN=1, predict the reaction product.